Predict the reaction yield, written as a fraction of the theoretical maximum amount of product (1.0 means a 100% yield; for example, 0.34 means a 34% yield). From a dataset of Reaction yield outcomes from USPTO patents with 853,638 reactions. (1) The reactants are [Cl:1][C:2]1[C:3]([C:47](=[O:57])[N:48]([CH2:53][CH2:54][CH2:55][CH3:56])[CH2:49][CH2:50][CH2:51][CH3:52])=[N:4][N:5]([C:8]2[CH:34]=[CH:33][C:11]([C:12]([NH:14][S:15]([C:18]3[CH:27]=[C:26]4[C:21]([CH:22]=[CH:23][CH:24]=[C:25]4[C:28]([O:30]CC)=[O:29])=[CH:20][CH:19]=3)(=[O:17])=[O:16])=[O:13])=[CH:10][C:9]=2[C:35]([N:37]2[CH2:46][CH2:45][C:44]3[C:39](=[CH:40][CH:41]=[CH:42][CH:43]=3)[CH2:38]2)=[O:36])[C:6]=1[CH3:7].[Li+].[OH-]. The catalyst is CCO.C1COCC1. The product is [Cl:1][C:2]1[C:3]([C:47](=[O:57])[N:48]([CH2:53][CH2:54][CH2:55][CH3:56])[CH2:49][CH2:50][CH2:51][CH3:52])=[N:4][N:5]([C:8]2[CH:34]=[CH:33][C:11]([C:12]([NH:14][S:15]([C:18]3[CH:27]=[C:26]4[C:21]([CH:22]=[CH:23][CH:24]=[C:25]4[C:28]([OH:30])=[O:29])=[CH:20][CH:19]=3)(=[O:17])=[O:16])=[O:13])=[CH:10][C:9]=2[C:35]([N:37]2[CH2:46][CH2:45][C:44]3[C:39](=[CH:40][CH:41]=[CH:42][CH:43]=3)[CH2:38]2)=[O:36])[C:6]=1[CH3:7]. The yield is 0.940. (2) The reactants are [CH2:1](Br)[C:2]1[CH:7]=[CH:6][CH:5]=[CH:4][CH:3]=1.C([O-])([O-])=O.[K+].[K+].[N+:15]([C:18]1[CH:19]=[C:20]([OH:28])[CH:21]=[C:22]2[C:27]=1[N:26]=[CH:25][CH:24]=[CH:23]2)([O-:17])=[O:16]. The catalyst is CN(C=O)C.CCOC(C)=O. The product is [CH2:1]([O:28][C:20]1[CH:21]=[C:22]2[C:27](=[C:18]([N+:15]([O-:17])=[O:16])[CH:19]=1)[N:26]=[CH:25][CH:24]=[CH:23]2)[C:2]1[CH:7]=[CH:6][CH:5]=[CH:4][CH:3]=1. The yield is 0.960. (3) The reactants are CS([O:5][CH:6]1[CH2:9][N:8]([C:10]([C:12]2[O:13][C:14]([C:17]3[CH:22]=[CH:21][C:20]([O:23][CH3:24])=[CH:19][CH:18]=3)=[N:15][N:16]=2)=[O:11])[CH2:7]1)(=O)=O.O[C:26]1[CH:33]=[CH:32][C:29]([CH:30]=[O:31])=[C:28]([CH3:34])[CH:27]=1. No catalyst specified. The product is [CH3:24][O:23][C:20]1[CH:21]=[CH:22][C:17]([C:14]2[O:13][C:12]([C:10]([N:8]3[CH2:9][CH:6]([O:5][C:26]4[CH:33]=[CH:32][C:29]([CH:30]=[O:31])=[C:28]([CH3:34])[CH:27]=4)[CH2:7]3)=[O:11])=[N:16][N:15]=2)=[CH:18][CH:19]=1. The yield is 0.670. (4) The reactants are C(OC([N:8]1[CH2:13][CH2:12][CH:11]([N:14]2[CH2:18][CH2:17][CH:16]([O:19][C:20]3[CH:25]=[CH:24][C:23]([N:26]4[C:30]([CH3:31])=[N:29][N:28]=[N:27]4)=[CH:22][CH:21]=3)[C:15]2=[O:32])[CH2:10][CH2:9]1)=O)(C)(C)C.[ClH:33]. The catalyst is C(Cl)Cl.O1CCOCC1. The product is [ClH:33].[CH3:31][C:30]1[N:26]([C:23]2[CH:22]=[CH:21][C:20]([O:19][C@H:16]3[CH2:17][CH2:18][N:14]([CH:11]4[CH2:10][CH2:9][NH:8][CH2:13][CH2:12]4)[C:15]3=[O:32])=[CH:25][CH:24]=2)[N:27]=[N:28][N:29]=1. The yield is 0.940. (5) The yield is 0.800. The reactants are C1C=CC(P(C2C=CC=CC=2)C2C=CC=CC=2)=CC=1.[Cl:20]N1C(=O)CCC1=O.[CH2:28](O)[CH2:29][CH2:30][CH2:31][CH2:32][CH2:33][CH2:34][CH2:35][CH:36]=[CH2:37]. The product is [Cl:20][CH2:28][CH2:29][CH2:30][CH2:31][CH2:32][CH2:33][CH2:34][CH2:35][CH:36]=[CH2:37]. The catalyst is C1COCC1. (6) The reactants are [CH3:1][O:2][C:3](=[O:30])[NH:4][CH:5]([C:9]([N:11]1[CH:16]([C:17]2[NH:18][C:19]([C:22]3[CH:27]=[CH:26][C:25](Br)=[CH:24][CH:23]=3)=[CH:20][N:21]=2)[CH:15]2[CH2:29][CH:12]1[CH2:13][CH2:14]2)=[O:10])[CH:6]([CH3:8])[CH3:7].[B:31]1([B:31]2[O:35][C:34]([CH3:37])([CH3:36])[C:33]([CH3:39])([CH3:38])[O:32]2)[O:35][C:34]([CH3:37])([CH3:36])[C:33]([CH3:39])([CH3:38])[O:32]1.C([O-])(=O)C.[K+]. The catalyst is C1C=CC([P]([Pd]([P](C2C=CC=CC=2)(C2C=CC=CC=2)C2C=CC=CC=2)([P](C2C=CC=CC=2)(C2C=CC=CC=2)C2C=CC=CC=2)[P](C2C=CC=CC=2)(C2C=CC=CC=2)C2C=CC=CC=2)(C2C=CC=CC=2)C2C=CC=CC=2)=CC=1.O1CCOCC1. The product is [CH3:1][O:2][C:3](=[O:30])[NH:4][CH:5]([C:9]([N:11]1[CH:16]([C:17]2[NH:18][C:19]([C:22]3[CH:27]=[CH:26][C:25]([B:31]4[O:35][C:34]([CH3:37])([CH3:36])[C:33]([CH3:39])([CH3:38])[O:32]4)=[CH:24][CH:23]=3)=[CH:20][N:21]=2)[CH:15]2[CH2:29][CH:12]1[CH2:13][CH2:14]2)=[O:10])[CH:6]([CH3:8])[CH3:7]. The yield is 0.660. (7) The reactants are ClCCl.[F:4][C:5]1[CH:10]=[CH:9][C:8]([C:11]2[CH2:16][CH2:15][N:14]([C:17]3[N:22]=[CH:21][N:20]([CH2:23][C:24]4[CH:29]=[CH:28][C:27]([O:30][CH3:31])=[CH:26][CH:25]=4)[C:19](=[O:32])[N:18]=3)[CH2:13][CH:12]=2)=[CH:7][CH:6]=1.B(Br)(Br)Br. The catalyst is O. The product is [F:4][C:5]1[CH:10]=[CH:9][C:8]([C:11]2[CH2:16][CH2:15][N:14]([C:17]3[N:22]=[CH:21][N:20]([CH2:23][C:24]4[CH:25]=[CH:26][C:27]([O:30][CH2:31][C:24]5[CH:29]=[CH:28][C:27]([OH:30])=[CH:26][CH:25]=5)=[CH:28][CH:29]=4)[C:19](=[O:32])[N:18]=3)[CH2:13][CH:12]=2)=[CH:7][CH:6]=1. The yield is 0.180.